This data is from Catalyst prediction with 721,799 reactions and 888 catalyst types from USPTO. The task is: Predict which catalyst facilitates the given reaction. (1) Reactant: C([O:5][C:6](=O)[NH:7][CH2:8][CH2:9][O:10][C:11]1[CH:16]=[CH:15][CH:14]=[CH:13][C:12]=1[O:17][CH3:18])C(C)C.C[C:21]([CH3:24])([O-:23])[CH3:22].[Li+].C([O:30]C[C@H]1CO1)(C)(C)C. Product: [CH3:18][O:17][C:12]1[CH:13]=[CH:14][CH:15]=[CH:16][C:11]=1[O:10][CH2:9][CH2:8][N:7]1[CH2:22][C@H:21]([CH2:24][OH:30])[O:23][C:6]1=[O:5]. The catalyst class is: 9. (2) Reactant: [C:1]12[C:7](=[CH:8][CH:9]=[CH:10][CH:11]=1)[NH:6]C(=O)[O:4][C:2]2=O.O.[CH2:14]([NH2:16])[CH3:15]. Product: [NH2:6][C:7]1[CH:8]=[CH:9][CH:10]=[CH:11][C:1]=1[C:2]([NH:16][CH2:14][CH3:15])=[O:4]. The catalyst class is: 5. (3) Reactant: [Br:1][C:2]1[CH:10]=[CH:9][C:5]([C:6]([OH:8])=O)=[CH:4][C:3]=1[O:11][CH3:12].CCN(C(C)C)C(C)C.Cl.[F:23][CH2:24][CH2:25][NH2:26].CN(C(ON1N=NC2C=CC=NC1=2)=[N+](C)C)C.F[P-](F)(F)(F)(F)F.C(=O)(O)[O-].[Na+]. Product: [Br:1][C:2]1[CH:10]=[CH:9][C:5]([C:6]([NH:26][CH2:25][CH2:24][F:23])=[O:8])=[CH:4][C:3]=1[O:11][CH3:12]. The catalyst class is: 1. (4) Reactant: O(C(C)(C)C)[Na].Cl[C:8]1[C:13]([Cl:14])=[N:12][CH:11]=[CH:10][N:9]=1.[O:15]([CH2:22][CH2:23][OH:24])[C:16]1[CH:21]=[CH:20][CH:19]=[CH:18][CH:17]=1. Product: [Cl:14][C:13]1[C:8]([O:24][CH2:23][CH2:22][O:15][C:16]2[CH:21]=[CH:20][CH:19]=[CH:18][CH:17]=2)=[N:9][CH:10]=[CH:11][N:12]=1. The catalyst class is: 12. (5) Reactant: [C:1]1(C)C=[CH:5][C:4](S(O)(=O)=O)=[CH:3][CH:2]=1.[O:12]1[CH:17]=[CH:16][CH2:15][CH2:14][CH2:13]1.[OH:18][C@@H:19]1[CH2:43][CH2:42][C@@:41]2([CH3:44])[C@H:21]([CH2:22][C@@H:23]([OH:46])[C@@H:24]3[C@@H:40]2[CH2:39][CH2:38][C@@:37]2([CH3:45])[C@H:25]3[CH2:26][CH2:27][C@@H:28]2[C@H:29]([CH3:36])[CH2:30][CH2:31][C:32]([O:34][CH3:35])=[O:33])[CH2:20]1.[OH2:47]. The catalyst class is: 12. Product: [O:12]1[CH2:13][CH2:14][CH2:15][CH2:16][CH:17]1[O:18][C@@H:19]1[CH2:43][CH2:42][C@@:41]2([CH3:44])[C@H:21]([CH2:22][C@@H:23]([O:46][CH:5]3[CH2:4][CH2:3][CH2:2][CH2:1][O:47]3)[C@@H:24]3[C@@H:40]2[CH2:39][CH2:38][C@@:37]2([CH3:45])[C@H:25]3[CH2:26][CH2:27][C@@H:28]2[C@H:29]([CH3:36])[CH2:30][CH2:31][C:32]([O:34][CH3:35])=[O:33])[CH2:20]1. (6) Reactant: [C:1]([C:4]1[CH:13]=[C:12]2[C:7]([CH2:8][CH:9]([C:21]([NH:23][C:24]3[C:29]([CH:30]([CH3:32])[CH3:31])=[CH:28][CH:27]=[CH:26][C:25]=3[CH:33]([CH3:35])[CH3:34])=[O:22])[N:10]([C:14](=[O:20])[C:15]([CH3:19])([CH3:18])[CH2:16][CH3:17])[CH2:11]2)=[CH:6][CH:5]=1)(=[O:3])N.[OH-].[Na+].C([O:40]CC)C. Product: [CH:30]([C:29]1[CH:28]=[CH:27][CH:26]=[C:25]([CH:33]([CH3:35])[CH3:34])[C:24]=1[NH:23][C:21]([CH:9]1[CH2:8][C:7]2[C:12](=[CH:13][C:4]([C:1]([OH:3])=[O:40])=[CH:5][CH:6]=2)[CH2:11][N:10]1[C:14](=[O:20])[C:15]([CH3:18])([CH3:19])[CH2:16][CH3:17])=[O:22])([CH3:31])[CH3:32]. The catalyst class is: 486.